The task is: Predict the reactants needed to synthesize the given product.. This data is from Full USPTO retrosynthesis dataset with 1.9M reactions from patents (1976-2016). Given the product [Cl:3][C:4]([C:8]([CH3:11])([CH3:10])[CH3:9])=[CH:5][C:6]([OH:1])=[O:7], predict the reactants needed to synthesize it. The reactants are: [OH-:1].[Na+].[Cl:3][C:4]([C:8]([CH3:11])([CH3:10])[CH3:9])=[CH:5][CH:6]=[O:7].